From a dataset of Catalyst prediction with 721,799 reactions and 888 catalyst types from USPTO. Predict which catalyst facilitates the given reaction. (1) Reactant: [OH:1][CH2:2][CH2:3][CH2:4][C:5]1[CH:10]=[CH:9][C:8]([C:11]2[C:12]([C:17]([O-:19])=[O:18])=[N:13][CH:14]=[CH:15][CH:16]=2)=[CH:7][CH:6]=1.N1C=CC=CC=1.CC(OI1(OC(C)=O)(OC(C)=O)O[C:37](=O)[C:36]2[CH:35]=[CH:34][CH:33]=[CH:32][C:31]1=2)=O. Product: [O:1]=[CH:2][CH2:3][CH2:4][C:5]1[CH:10]=[CH:9][C:8]([C:11]2[C:12]([C:17]([O:19][CH2:37][C:36]3[CH:35]=[CH:34][CH:33]=[CH:32][CH:31]=3)=[O:18])=[N:13][CH:14]=[CH:15][CH:16]=2)=[CH:7][CH:6]=1. The catalyst class is: 4. (2) Reactant: [H-].[Na+].C(O)C.[CH2:6]([O:8][C:9](=[O:15])[C:10](OCC)=[O:11])[CH3:7].[CH2:16]([O:18][C:19](=[O:29])[CH2:20][O:21][C:22]1[CH:27]=[CH:26][CH:25]=[C:24]([F:28])[CH:23]=1)[CH3:17].Cl. Product: [CH2:16]([O:18][C:19](=[O:29])[CH:20]([O:21][C:22]1[CH:27]=[CH:26][CH:25]=[C:24]([F:28])[CH:23]=1)[C:10](=[O:11])[C:9]([O:8][CH2:6][CH3:7])=[O:15])[CH3:17]. The catalyst class is: 27. (3) Reactant: [CH:1]1[C:11]2[CH2:10][C:9]3([CH2:15][CH2:14][CH:13]([N:16]4[CH2:21][CH2:20][CH:19]([C:22]([O:24]CC)=[O:23])[CH2:18][CH2:17]4)[CH2:12]3)[C:8]3[CH:27]=[CH:28][CH:29]=[CH:30][C:7]=3[O:6][C:5]=2[CH:4]=[CH:3][CH:2]=1.[OH-].[K+]. Product: [CH:1]1[C:11]2[CH2:10][C:9]3([CH2:15][CH2:14][CH:13]([N:16]4[CH2:17][CH2:18][CH:19]([C:22]([OH:24])=[O:23])[CH2:20][CH2:21]4)[CH2:12]3)[C:8]3[CH:27]=[CH:28][CH:29]=[CH:30][C:7]=3[O:6][C:5]=2[CH:4]=[CH:3][CH:2]=1. The catalyst class is: 88. (4) Reactant: [C:1]([C:3]1[CH:8]=[CH:7][C:6]([CH2:9][CH2:10][N:11]2[CH2:16][CH2:15][C:14]([CH2:18][S:19][C:20]3[CH:29]=[CH:28][C:23]([C:24]([O:26]C)=[O:25])=[CH:22][CH:21]=3)([OH:17])[CH2:13][CH2:12]2)=[CH:5][CH:4]=1)#[N:2].CO.[OH-].[Na+:33]. Product: [C:1]([C:3]1[CH:4]=[CH:5][C:6]([CH2:9][CH2:10][N:11]2[CH2:12][CH2:13][C:14]([CH2:18][S:19][C:20]3[CH:21]=[CH:22][C:23]([C:24]([O-:26])=[O:25])=[CH:28][CH:29]=3)([OH:17])[CH2:15][CH2:16]2)=[CH:7][CH:8]=1)#[N:2].[Na+:33]. The catalyst class is: 6.